From a dataset of Catalyst prediction with 721,799 reactions and 888 catalyst types from USPTO. Predict which catalyst facilitates the given reaction. (1) Reactant: [F:1][C:2]([F:39])([F:38])[C:3]1[CH:37]=[CH:36][C:6]([CH2:7][NH:8][C:9]2[CH:14]=[CH:13][C:12]([CH2:15][C:16]3[C:24]4[C:19](=[N:20][CH:21]=[C:22]([O:25][Si](C(C)C)(C(C)C)C(C)C)[CH:23]=4)[NH:18][CH:17]=3)=[CH:11][N:10]=2)=[CH:5][CH:4]=1.[F-].C([N+](CCCC)(CCCC)CCCC)CCC. Product: [F:39][C:2]([F:1])([F:38])[C:3]1[CH:37]=[CH:36][C:6]([CH2:7][NH:8][C:9]2[N:10]=[CH:11][C:12]([CH2:15][C:16]3[C:24]4[C:19](=[N:20][CH:21]=[C:22]([OH:25])[CH:23]=4)[NH:18][CH:17]=3)=[CH:13][CH:14]=2)=[CH:5][CH:4]=1. The catalyst class is: 7. (2) Reactant: [CH3:1][C:2]1[CH:3]=[CH:4][C:5]([NH2:8])=[N:6][CH:7]=1.[Cl-].C[Al+]C.[CH3:13][N:14]1[CH:22]=[C:21]2[C:16]([CH:17]=[C:18]([C:37](OC)=[O:38])[CH:19]=[C:20]2[O:23][C:24]2[CH:29]=[N:28][C:27]([C:30]([N:32]3[CH2:36][CH2:35][CH2:34][CH2:33]3)=[O:31])=[CH:26][N:25]=2)=[N:15]1. Product: [CH3:13][N:14]1[CH:22]=[C:21]2[C:16]([CH:17]=[C:18]([C:37]([NH:8][C:5]3[CH:4]=[CH:3][C:2]([CH3:1])=[CH:7][N:6]=3)=[O:38])[CH:19]=[C:20]2[O:23][C:24]2[CH:29]=[N:28][C:27]([C:30]([N:32]3[CH2:33][CH2:34][CH2:35][CH2:36]3)=[O:31])=[CH:26][N:25]=2)=[N:15]1. The catalyst class is: 843. (3) Reactant: C(C1C2OCC3=CN=CN3C=2C=CC=1)C=C.C[N+]1([O-])CCOCC1.[CH:25]1[N:33]2[C:28]([CH2:29][O:30][C:31]3[C:37]([CH2:38][CH:39]([OH:42])CO)=[CH:36][CH:35]=[CH:34][C:32]=32)=[CH:27][N:26]=1. Product: [CH:25]1[N:33]2[C:28]([CH2:29][O:30][C:31]3[C:37]([CH2:38][CH:39]=[O:42])=[CH:36][CH:35]=[CH:34][C:32]=32)=[CH:27][N:26]=1. The catalyst class is: 771. (4) Reactant: Cl.Cl.[Cl:3][C:4]1[CH:5]=[C:6]([NH:10][C:11]2[O:12][C:13]([C:16]3[CH:21]=[CH:20][C:19]([C:22]4[CH2:23][CH2:24][NH:25][CH2:26][CH:27]=4)=[CH:18][CH:17]=3)=[CH:14][N:15]=2)[CH:7]=[CH:8][CH:9]=1.CCN(C(C)C)C(C)C.Cl[C:38](=[O:44])[C:39]([O:41][CH2:42][CH3:43])=[O:40]. Product: [CH2:42]([O:41][C:39](=[O:40])[C:38]([N:25]1[CH2:24][CH:23]=[C:22]([C:19]2[CH:20]=[CH:21][C:16]([C:13]3[O:12][C:11]([NH:10][C:6]4[CH:7]=[CH:8][CH:9]=[C:4]([Cl:3])[CH:5]=4)=[N:15][CH:14]=3)=[CH:17][CH:18]=2)[CH2:27][CH2:26]1)=[O:44])[CH3:43]. The catalyst class is: 2. (5) Reactant: O=C1C2C(=CC=CC=2)C(=O)[N:3]1[CH2:12][CH2:13][C@@H:14]([NH:21][C:22](=[O:28])[O:23][C:24]([CH3:27])([CH3:26])[CH3:25])[C:15]1[CH:20]=[CH:19][CH:18]=[CH:17][CH:16]=1.NN. Product: [NH2:3][CH2:12][CH2:13][C@@H:14]([NH:21][C:22](=[O:28])[O:23][C:24]([CH3:26])([CH3:25])[CH3:27])[C:15]1[CH:20]=[CH:19][CH:18]=[CH:17][CH:16]=1. The catalyst class is: 5.